Dataset: Forward reaction prediction with 1.9M reactions from USPTO patents (1976-2016). Task: Predict the product of the given reaction. (1) Given the reactants [CH2:1]([O:8][CH2:9][C@H:10]1[CH2:15][N:14]([C:16]([O:18][C:19]([CH3:22])([CH3:21])[CH3:20])=[O:17])[CH2:13][C@@H:12]([C:23]([OH:25])=[O:24])[O:11]1)[C:2]1[CH:7]=[CH:6][CH:5]=[CH:4][CH:3]=1.[C:26](=O)([O-])[O-].[K+].[K+].CI.C(OCC)(=O)C, predict the reaction product. The product is: [CH2:1]([O:8][CH2:9][C@H:10]1[CH2:15][N:14]([C:16]([O:18][C:19]([CH3:20])([CH3:21])[CH3:22])=[O:17])[CH2:13][C@@H:12]([C:23]([O:25][CH3:26])=[O:24])[O:11]1)[C:2]1[CH:3]=[CH:4][CH:5]=[CH:6][CH:7]=1. (2) Given the reactants Br[C:2]1[CH:3]=[C:4]([CH:29]=[CH:30][CH:31]=1)[C:5]([NH:7][CH:8]([C:10]1[N:15]=[N:14][C:13]([NH:16][C:17]2[CH:22]=[C:21]([O:23][CH3:24])[C:20]([O:25][CH3:26])=[C:19]([O:27][CH3:28])[CH:18]=2)=[N:12][CH:11]=1)[CH3:9])=[O:6].NC(C1N=NC(NC2C=C(OC)C(OC)=C(OC)C=2)=NC=1)C.[F:54][C:55]([F:73])([F:72])[C:56]1[CH:57]=[C:58]([NH:62]C2C=CC=CC=2C(O)=O)[CH:59]=[CH:60][CH:61]=1.C(N(C(C)C)CC)(C)C.F[P-](F)(F)(F)(F)F.N1(OC(N(C)C)=[N+](C)C)C2N=CC=CC=2N=N1, predict the reaction product. The product is: [F:54][C:55]([F:72])([F:73])[C:56]1[CH:57]=[C:58]([NH:62][C:29]2[CH:30]=[CH:31][CH:2]=[CH:3][C:4]=2[C:5]([NH:7][CH:8]([C:10]2[N:15]=[N:14][C:13]([NH:16][C:17]3[CH:22]=[C:21]([O:23][CH3:24])[C:20]([O:25][CH3:26])=[C:19]([O:27][CH3:28])[CH:18]=3)=[N:12][CH:11]=2)[CH3:9])=[O:6])[CH:59]=[CH:60][CH:61]=1. (3) Given the reactants Cl[C:2]1[C:7]([CH3:8])=[CH:6][N:5]=[C:4]2[N:9]([S:25]([C:28]3[CH:34]=[CH:33][C:31]([CH3:32])=[CH:30][CH:29]=3)(=[O:27])=[O:26])[C:10]([C:12]3[CH2:17][CH2:16][N:15]([C:18]([O:20][C:21]([CH3:24])([CH3:23])[CH3:22])=[O:19])[CH2:14][CH:13]=3)=[CH:11][C:3]=12.[F:35][C:36]1[CH:37]=[CH:38][C:39]([O:45][CH3:46])=[C:40](B(O)O)[CH:41]=1.P([O-])([O-])([O-])=O.[K+].[K+].[K+], predict the reaction product. The product is: [F:35][C:36]1[CH:41]=[CH:40][C:39]([O:45][CH3:46])=[C:38]([C:2]2[C:7]([CH3:8])=[CH:6][N:5]=[C:4]3[N:9]([S:25]([C:28]4[CH:34]=[CH:33][C:31]([CH3:32])=[CH:30][CH:29]=4)(=[O:27])=[O:26])[C:10]([C:12]4[CH2:17][CH2:16][N:15]([C:18]([O:20][C:21]([CH3:23])([CH3:24])[CH3:22])=[O:19])[CH2:14][CH:13]=4)=[CH:11][C:3]=23)[CH:37]=1. (4) Given the reactants [C:1]([C:3]1[CH:4]=[N:5][N:6]2[C:11]([C:12]([F:15])([F:14])[F:13])=[CH:10][C:9]([C:16]3[CH:21]=[CH:20][C:19]([C:22]([F:25])([F:24])[F:23])=[CH:18][CH:17]=3)=[N:8][C:7]=12)#[CH:2].[NH2:26][C:27]1[N:34]=[CH:33][C:32](Br)=[CH:31][C:28]=1[C:29]#[N:30], predict the reaction product. The product is: [NH2:26][C:27]1[N:34]=[CH:33][C:32]([C:2]#[C:1][C:3]2[CH:4]=[N:5][N:6]3[C:11]([C:12]([F:14])([F:13])[F:15])=[CH:10][C:9]([C:16]4[CH:21]=[CH:20][C:19]([C:22]([F:25])([F:24])[F:23])=[CH:18][CH:17]=4)=[N:8][C:7]=23)=[CH:31][C:28]=1[C:29]#[N:30]. (5) The product is: [CH3:6][NH:8][C@H:9]([C:19]([NH:21][C@H:22]([C:34]([N:36]([C@@H:38]([CH:47]([CH3:48])[CH3:49])/[CH:39]=[C:40](\[CH3:46])/[C:41]([O:43][CH2:44][CH3:45])=[O:42])[CH3:37])=[O:35])[C:23]([CH3:33])([CH3:32])[C:24]1[CH:25]=[CH:26][C:27]([O:30][CH3:31])=[CH:28][CH:29]=1)=[O:20])[C:10]([CH3:18])([CH3:17])[C:11]1[CH:16]=[CH:15][CH:14]=[CH:13][CH:12]=1. Given the reactants C(O[C:6]([N:8](C)[C@H:9]([C:19]([NH:21][C@H:22]([C:34]([N:36]([C@H:38]([CH:47]([CH3:49])[CH3:48])/[CH:39]=[C:40](\[CH3:46])/[C:41]([O:43][CH2:44][CH3:45])=[O:42])[CH3:37])=[O:35])[C:23]([CH3:33])([CH3:32])[C:24]1[CH:29]=[CH:28][C:27]([O:30][CH3:31])=[CH:26][CH:25]=1)=[O:20])[C:10]([CH3:18])([CH3:17])[C:11]1[CH:16]=[CH:15][CH:14]=[CH:13][CH:12]=1)=O)(C)(C)C.Cl.O1CCOCC1, predict the reaction product. (6) Given the reactants [F:1][C:2]1[CH:3]=[CH:4][C:5]([CH3:9])=[C:6]([CH:8]=1)[NH2:7].[C:10]([O:13]C(=O)C)(=O)[CH3:11].[Br:17]Br, predict the reaction product. The product is: [Br:17][C:3]1[C:2]([F:1])=[CH:8][C:6]([NH:7][C:10](=[O:13])[CH3:11])=[C:5]([CH3:9])[CH:4]=1. (7) Given the reactants [H-].[Na+].[CH:3]1([S:6]([NH2:9])(=[O:8])=[O:7])[CH2:5][CH2:4]1.[F:10][C:11]1[CH:20]=[CH:19][C:18]2[NH:17][CH:16]([C:21]3[CH:26]=[CH:25][CH:24]=[C:23]([N:27]4[CH2:32][CH2:31][O:30][CH2:29][CH2:28]4)[CH:22]=3)[C:15]([CH3:34])([CH3:33])[CH2:14][C:13]=2[C:12]=1[C:35](O)=[O:36].C(N1C=CN=C1)(N1C=CN=C1)=O, predict the reaction product. The product is: [F:10][C:11]1[CH:20]=[CH:19][C:18]2[NH:17][CH:16]([C:21]3[CH:26]=[CH:25][CH:24]=[C:23]([N:27]4[CH2:28][CH2:29][O:30][CH2:31][CH2:32]4)[CH:22]=3)[C:15]([CH3:33])([CH3:34])[CH2:14][C:13]=2[C:12]=1[C:35]([NH:9][S:6]([CH:3]1[CH2:5][CH2:4]1)(=[O:8])=[O:7])=[O:36].